This data is from Full USPTO retrosynthesis dataset with 1.9M reactions from patents (1976-2016). The task is: Predict the reactants needed to synthesize the given product. (1) Given the product [Cl:1][C:2]1[N:3]=[CH:4][C:21]([C:19]2[N:22]([CH2:24][CH2:23][CH3:27])[C:13]3[C:12]([F:11])=[CH:17][CH:16]=[CH:15][C:14]=3[N:18]=2)=[CH:9][CH:10]=1, predict the reactants needed to synthesize it. The reactants are: [Cl:1][C:2]1[CH:10]=[CH:9]C(C(Cl)=O)=[CH:4][N:3]=1.[F:11][C:12]1[CH:17]=[CH:16][CH:15]=[C:14]([NH:18][CH:19]([CH3:21])C)[C:13]=1[NH2:22].[CH2:23]1[CH2:27]OC[CH2:24]1. (2) Given the product [CH2:5]([C:4]1[NH:20][C:15](=[O:16])[C:11]2[NH:12][CH:13]=[CH:14][C:10]=2[N:9]=1)[CH2:6][CH2:7][CH3:8], predict the reactants needed to synthesize it. The reactants are: [OH-].[Na+].Cl.[C:4](=[NH:20])([NH:9][C:10]1[CH:14]=[CH:13][NH:12][C:11]=1[C:15](OCC)=[O:16])[CH2:5][CH2:6][CH2:7][CH3:8].C(O)(=O)CC(CC(O)=O)(C(O)=O)O. (3) Given the product [ClH:27].[NH2:6][C@H:7]([C:20]1[CH:21]=[CH:22][CH:23]=[CH:24][CH:25]=1)[C:8]1[CH:9]=[CH:10][C:11]([P:14]([CH3:19])(=[O:18])[O:15][CH2:16][CH3:17])=[CH:12][CH:13]=1, predict the reactants needed to synthesize it. The reactants are: CC(C)([S@]([NH:6][C@H:7]([C:20]1[CH:25]=[CH:24][CH:23]=[CH:22][CH:21]=1)[C:8]1[CH:13]=[CH:12][C:11]([P:14]([CH3:19])(=[O:18])[O:15][CH2:16][CH3:17])=[CH:10][CH:9]=1)=O)C.[ClH:27].O1CCOCC1.